This data is from Reaction yield outcomes from USPTO patents with 853,638 reactions. The task is: Predict the reaction yield, written as a fraction of the theoretical maximum amount of product (1.0 means a 100% yield; for example, 0.34 means a 34% yield). (1) The reactants are [OH:1][C:2]1[C:7]([CH:8]=[O:9])=[CH:6][C:5]([O:10][CH3:11])=[N:4][CH:3]=1.Cl.Cl[CH2:14][C:15]1[C:16]([C:21]2[N:25]([CH:26]([CH3:28])[CH3:27])[N:24]=[CH:23][CH:22]=2)=[N:17][CH:18]=[CH:19][CH:20]=1.C([O-])([O-])=O.[K+].[K+]. The catalyst is CN(C=O)C. The product is [CH:26]([N:25]1[C:21]([C:16]2[C:15]([CH2:14][O:1][C:2]3[C:7]([CH:8]=[O:9])=[CH:6][C:5]([O:10][CH3:11])=[N:4][CH:3]=3)=[CH:20][CH:19]=[CH:18][N:17]=2)=[CH:22][CH:23]=[N:24]1)([CH3:28])[CH3:27]. The yield is 0.650. (2) The reactants are [NH:1]1[CH2:11][CH2:10][CH:4](C(OCC)=O)[CH2:3][CH2:2]1.[C:12](O[C:12]([O:14][C:15]([CH3:18])([CH3:17])[CH3:16])=[O:13])([O:14][C:15]([CH3:18])([CH3:17])[CH3:16])=[O:13]. The catalyst is C1COCC1. The product is [C:12]([N:1]1[CH2:2][CH2:3][CH2:4][CH2:10][CH2:11]1)([O:14][C:15]([CH3:18])([CH3:17])[CH3:16])=[O:13]. The yield is 1.00. (3) The reactants are [CH3:1][O:2][C:3]1[CH:21]=[C:20]([O:22][CH2:23][C:24]2[N:25]=[C:26]([N:31]3[CH2:36][CH2:35][O:34][CH2:33][CH2:32]3)[S:27][C:28]=2[CH:29]=[O:30])[C:6]2[CH:7]=[C:8]([C:10]3[N:11]=[C:12]4[N:16]([CH:17]=3)[N:15]=[C:14]([O:18][CH3:19])[S:13]4)[O:9][C:5]=2[CH:4]=1.CO.[Li+].[BH4-]. The catalyst is C1COCC1. The product is [CH3:1][O:2][C:3]1[CH:21]=[C:20]([O:22][CH2:23][C:24]2[N:25]=[C:26]([N:31]3[CH2:32][CH2:33][O:34][CH2:35][CH2:36]3)[S:27][C:28]=2[CH2:29][OH:30])[C:6]2[CH:7]=[C:8]([C:10]3[N:11]=[C:12]4[N:16]([CH:17]=3)[N:15]=[C:14]([O:18][CH3:19])[S:13]4)[O:9][C:5]=2[CH:4]=1. The yield is 0.950. (4) The reactants are [CH3:1][C:2]1[CH:7]=[CH:6][C:5]([S:8]([O:11][CH2:12][C@@H:13]2[O:18][C:17]3[C:19]([CH:28]=CC)=[C:20]([NH:23][C:24]([O:26][CH3:27])=[O:25])[CH:21]=[CH:22][C:16]=3[O:15][CH2:14]2)(=[O:10])=[O:9])=[CH:4][CH:3]=1.I([O-])(=O)(=O)=[O:32].[Na+]. The catalyst is O1CCCC1.O.[Os](=O)(=O)(=O)=O. The product is [CH3:1][C:2]1[CH:7]=[CH:6][C:5]([S:8]([O:11][CH2:12][CH:13]2[O:18][C:17]3[C:19]([CH:28]=[O:32])=[C:20]([NH:23][C:24]([O:26][CH3:27])=[O:25])[CH:21]=[CH:22][C:16]=3[O:15][CH2:14]2)(=[O:9])=[O:10])=[CH:4][CH:3]=1. The yield is 0.970. (5) The reactants are [C:1]([NH:5][C:6]([C:8]1[C:16]2[C:11](=[N:12][CH:13]=[C:14]([C:17]3[N:18]=[CH:19][CH:20]=[C:21]4[CH:25]=[CH:24][N:23](COCC[Si](C)(C)C)[C:22]=34)[N:15]=2)[N:10](COCC[Si](C)(C)C)[CH:9]=1)=[O:7])([CH3:4])([CH3:3])[CH3:2].FC(F)(F)C(O)=O. The catalyst is ClCCl. The product is [C:1]([NH:5][C:6]([C:8]1[C:16]2[C:11](=[N:12][CH:13]=[C:14]([C:17]3[N:18]=[CH:19][CH:20]=[C:21]4[CH:25]=[CH:24][NH:23][C:22]=34)[N:15]=2)[NH:10][CH:9]=1)=[O:7])([CH3:4])([CH3:2])[CH3:3]. The yield is 0.150. (6) The reactants are [NH2:1][C:2]1[C:3]([C:9]2[CH:10]=[C:11]([C@@H:15]([NH:19][C:20](=[O:26])[O:21][C:22]([CH3:25])([CH3:24])[CH3:23])[CH2:16][CH:17]=[CH2:18])[CH:12]=[CH:13][CH:14]=2)=[N:4][C:5]([CH3:8])=[CH:6][CH:7]=1.[CH3:27][C@H:28]([CH:32]=[CH2:33])[C:29](O)=[O:30].N1C=CC=CC=1.C(P1(=O)OP(CCC)(=O)OP(CCC)(=O)O1)CC. The catalyst is CCOC(C)=O. The product is [CH3:8][C:5]1[N:4]=[C:3]([C:9]2[CH:10]=[C:11]([C@@H:15]([NH:19][C:20](=[O:26])[O:21][C:22]([CH3:25])([CH3:24])[CH3:23])[CH2:16][CH:17]=[CH2:18])[CH:12]=[CH:13][CH:14]=2)[C:2]([NH:1][C:29](=[O:30])[C@H:28]([CH3:27])[CH:32]=[CH2:33])=[CH:7][CH:6]=1. The yield is 0.820. (7) The reactants are [CH3:1][O:2][CH:3]1[C:12]2[C:7](=[CH:8][CH:9]=[C:10]([C:13]3[C:18](=[O:19])[N:17]([CH2:20][C:21]4[CH:26]=[CH:25][C:24]([C:27]5[C:28]([C:33]#[N:34])=[CH:29][CH:30]=[CH:31][CH:32]=5)=[CH:23][CH:22]=4)[C:16]([CH2:35][CH2:36][CH3:37])=[N:15][C:14]=3[CH3:38])[CH:11]=2)[O:6][C:5]([CH3:40])([CH3:39])[CH2:4]1.Cl.[NH2:42]O.[C:44](=[O:47])([O-])[OH:45].[Na+]. The catalyst is CS(C)=O.C(OCC)(=O)C. The product is [CH3:1][O:2][CH:3]1[C:12]2[C:7](=[CH:8][CH:9]=[C:10]([C:13]3[C:18](=[O:19])[N:17]([CH2:20][C:21]4[CH:26]=[CH:25][C:24]([C:27]5[CH:32]=[CH:31][CH:30]=[CH:29][C:28]=5[C:33]5[NH:42][C:44](=[O:47])[O:45][N:34]=5)=[CH:23][CH:22]=4)[C:16]([CH2:35][CH2:36][CH3:37])=[N:15][C:14]=3[CH3:38])[CH:11]=2)[O:6][C:5]([CH3:39])([CH3:40])[CH2:4]1. The yield is 0.640. (8) The reactants are Br[C:2]1[N:6]([S:7]([C:10]2[CH:11]=[N:12][CH:13]=[CH:14][CH:15]=2)(=[O:9])=[O:8])[CH:5]=[C:4]([CH2:16][N:17]([CH3:25])[C:18](=[O:24])[O:19][C:20]([CH3:23])([CH3:22])[CH3:21])[CH:3]=1.O.[F:27][C:28]1[CH:29]=[N:30][CH:31]=[CH:32][C:33]=1B(O)O.C(=O)([O-])O.[Na+].COCCOC. The catalyst is C1C=CC([P]([Pd]([P](C2C=CC=CC=2)(C2C=CC=CC=2)C2C=CC=CC=2)([P](C2C=CC=CC=2)(C2C=CC=CC=2)C2C=CC=CC=2)[P](C2C=CC=CC=2)(C2C=CC=CC=2)C2C=CC=CC=2)(C2C=CC=CC=2)C2C=CC=CC=2)=CC=1.O. The product is [F:27][C:28]1[CH:29]=[N:30][CH:31]=[CH:32][C:33]=1[C:2]1[N:6]([S:7]([C:10]2[CH:11]=[N:12][CH:13]=[CH:14][CH:15]=2)(=[O:9])=[O:8])[CH:5]=[C:4]([CH2:16][N:17]([CH3:25])[C:18](=[O:24])[O:19][C:20]([CH3:23])([CH3:22])[CH3:21])[CH:3]=1. The yield is 0.270. (9) The reactants are [NH2:1][C:2]1[CH:15]=[CH:14][C:5]([C:6]([C:8]2[CH:13]=[CH:12][CH:11]=[CH:10][CH:9]=2)=[O:7])=[CH:4][CH:3]=1.C(Cl)(=O)[C:17]1[CH:22]=[CH:21][C:20]([O:23][CH3:24])=[CH:19][CH:18]=1.C(N(CC)CC)C.C1C[O:37][CH2:36]C1. No catalyst specified. The product is [C:6]([C:5]1[CH:4]=[CH:3][C:2]([NH:1][C:36](=[O:37])[C:18]2[CH:17]=[CH:22][CH:21]=[C:20]([O:23][CH3:24])[CH:19]=2)=[CH:15][CH:14]=1)(=[O:7])[C:8]1[CH:13]=[CH:12][CH:11]=[CH:10][CH:9]=1. The yield is 0.940. (10) The reactants are [CH3:1][C:2]([CH3:30])([CH3:29])[C:3](=[O:28])[CH2:4][O:5][C:6]1[CH:11]=[CH:10][C:9]([C:12]([C:17]2[S:21][C:20]([S:22]([NH2:25])(=[O:24])=[O:23])=[C:19]([CH3:26])[CH:18]=2)([CH2:15][CH3:16])[CH2:13][CH3:14])=[CH:8][C:7]=1[CH3:27].[CH3:31][O:32][CH2:33][C:34](O)=[O:35]. No catalyst specified. The product is [CH3:31][O:32][CH2:33][C:34]([NH:25][S:22]([C:20]1[S:21][C:17]([C:12]([C:9]2[CH:10]=[CH:11][C:6]([O:5][CH2:4][C:3](=[O:28])[C:2]([CH3:1])([CH3:29])[CH3:30])=[C:7]([CH3:27])[CH:8]=2)([CH2:13][CH3:14])[CH2:15][CH3:16])=[CH:18][C:19]=1[CH3:26])(=[O:24])=[O:23])=[O:35]. The yield is 0.840.